From a dataset of Full USPTO retrosynthesis dataset with 1.9M reactions from patents (1976-2016). Predict the reactants needed to synthesize the given product. Given the product [Br:1]/[C:2](=[CH:3]\[CH:4]=[C:5]1\[N:6]([CH2:20][CH2:21][CH:74]([S:76]([O-:79])(=[O:77])=[O:78])[CH3:73])[C:7]2[CH:8]=[CH:9][C:10]3[C:61]([S:68]([O-:71])(=[O:70])=[O:69])=[CH:62][C:63]([S:64]([O-:67])(=[O:65])=[O:66])=[CH:57][C:11]=3[C:12]=2[C:13]\1([CH3:14])[CH3:15])/[CH:27]=[CH:80]/[C:52]1[C:51]([CH3:50])([CH3:81])[C:59]2[C:58]3[CH:60]=[C:61]([S:68]([O-:71])(=[O:69])=[O:70])[CH:62]=[C:63]([S:64]([O-:67])(=[O:65])=[O:66])[C:57]=3[CH:56]=[CH:55][C:54]=2[N+:53]=1[CH2:72][CH2:73][CH:74]([S:76]([O-:79])(=[O:77])=[O:78])[CH3:75].[Na+:48].[Na+:48].[Na+:48].[Na+:48].[Na+:48], predict the reactants needed to synthesize it. The reactants are: [Br:1]/[C:2](/[CH:27]=C/C1C(C)(C)C2C(N=1)=[N+](CCCS([O-])(=O)=O)C=C(Cl)C=2)=[CH:3]\[CH:4]=[C:5]1\[N:6]([CH2:20][CH2:21]CS([O-])(=O)=O)[C:7]2[C:12]([C:13]\1([CH3:15])[CH3:14])=[CH:11][C:10](S([O-])(=O)=O)=[CH:9][CH:8]=2.[Na+:48].[Na+].[CH3:50][C:51]1([CH3:81])[C:59]2[C:58]3[CH:60]=[C:61]([S:68]([O-:71])(=[O:70])=[O:69])[CH:62]=[C:63]([S:64]([O-:67])(=[O:66])=[O:65])[C:57]=3[CH:56]=[CH:55][C:54]=2[N+:53]([CH2:72][CH2:73][CH:74]([S:76]([O-:79])(=[O:78])=[O:77])[CH3:75])=[C:52]1[CH3:80].[Na+].[Na+].